From a dataset of NCI-60 drug combinations with 297,098 pairs across 59 cell lines. Regression. Given two drug SMILES strings and cell line genomic features, predict the synergy score measuring deviation from expected non-interaction effect. (1) Drug 1: CC1=C(N=C(N=C1N)C(CC(=O)N)NCC(C(=O)N)N)C(=O)NC(C(C2=CN=CN2)OC3C(C(C(C(O3)CO)O)O)OC4C(C(C(C(O4)CO)O)OC(=O)N)O)C(=O)NC(C)C(C(C)C(=O)NC(C(C)O)C(=O)NCCC5=NC(=CS5)C6=NC(=CS6)C(=O)NCCC[S+](C)C)O. Drug 2: CN(CCCl)CCCl.Cl. Cell line: MCF7. Synergy scores: CSS=9.83, Synergy_ZIP=-5.08, Synergy_Bliss=2.11, Synergy_Loewe=-1.84, Synergy_HSA=2.31. (2) Drug 1: C(=O)(N)NO. Drug 2: N.N.Cl[Pt+2]Cl. Cell line: SF-268. Synergy scores: CSS=38.6, Synergy_ZIP=1.04, Synergy_Bliss=1.74, Synergy_Loewe=-23.0, Synergy_HSA=-0.488. (3) Drug 1: C1CN1C2=NC(=NC(=N2)N3CC3)N4CC4. Drug 2: C1CN(CCN1C(=O)CCBr)C(=O)CCBr. Cell line: SF-295. Synergy scores: CSS=65.0, Synergy_ZIP=-7.75, Synergy_Bliss=-3.63, Synergy_Loewe=-3.22, Synergy_HSA=0.408. (4) Drug 1: CC1=C2C(C(=O)C3(C(CC4C(C3C(C(C2(C)C)(CC1OC(=O)C(C(C5=CC=CC=C5)NC(=O)OC(C)(C)C)O)O)OC(=O)C6=CC=CC=C6)(CO4)OC(=O)C)O)C)O. Drug 2: C1=NC2=C(N1)C(=S)N=CN2. Cell line: MDA-MB-231. Synergy scores: CSS=36.5, Synergy_ZIP=0.649, Synergy_Bliss=-1.78, Synergy_Loewe=-14.8, Synergy_HSA=-6.12. (5) Drug 1: C1=C(C(=O)NC(=O)N1)F. Drug 2: CN(CC1=CN=C2C(=N1)C(=NC(=N2)N)N)C3=CC=C(C=C3)C(=O)NC(CCC(=O)O)C(=O)O. Cell line: SF-295. Synergy scores: CSS=36.2, Synergy_ZIP=-6.95, Synergy_Bliss=-9.63, Synergy_Loewe=-6.57, Synergy_HSA=-3.87. (6) Drug 1: C1=NC2=C(N=C(N=C2N1C3C(C(C(O3)CO)O)O)F)N. Drug 2: C#CCC(CC1=CN=C2C(=N1)C(=NC(=N2)N)N)C3=CC=C(C=C3)C(=O)NC(CCC(=O)O)C(=O)O. Cell line: HOP-62. Synergy scores: CSS=25.6, Synergy_ZIP=-4.97, Synergy_Bliss=-4.32, Synergy_Loewe=-6.02, Synergy_HSA=0.149. (7) Synergy scores: CSS=25.5, Synergy_ZIP=-4.99, Synergy_Bliss=1.58, Synergy_Loewe=-20.5, Synergy_HSA=-0.247. Drug 2: C1=CC=C(C(=C1)C(C2=CC=C(C=C2)Cl)C(Cl)Cl)Cl. Drug 1: CC1OCC2C(O1)C(C(C(O2)OC3C4COC(=O)C4C(C5=CC6=C(C=C35)OCO6)C7=CC(=C(C(=C7)OC)O)OC)O)O. Cell line: SK-MEL-2.